Predict the reactants needed to synthesize the given product. From a dataset of Full USPTO retrosynthesis dataset with 1.9M reactions from patents (1976-2016). (1) The reactants are: [NH2:1][C:2]1[CH:7]=[CH:6][CH:5]=[CH:4][C:3]=1[S:8]([CH:11]([CH3:13])[CH3:12])(=[O:10])=[O:9].[H-].[Na+].[Cl:16][C:17]1[CH:22]=[C:21](Cl)[N:20]=[CH:19][N:18]=1. Given the product [Cl:16][C:17]1[N:18]=[CH:19][N:20]=[C:21]([NH:1][C:2]2[CH:7]=[CH:6][CH:5]=[CH:4][C:3]=2[S:8]([CH:11]([CH3:13])[CH3:12])(=[O:10])=[O:9])[CH:22]=1, predict the reactants needed to synthesize it. (2) Given the product [CH2:1]([O:5][CH2:6][CH2:7][O:8][C:9]1[CH:10]=[CH:11][C:12]([C:15]2[CH:16]=[CH:17][C:18]3[N:24]([CH2:25][CH:26]([CH3:27])[CH3:28])[CH2:23][CH2:22][C:21]([C:29]([NH:31][C:32]4[CH:33]=[CH:34][C:35]([S:38]([CH2:39][C:40]5[N:41]([CH2:45][CH:46]6[CH2:49][CH2:48][CH2:47]6)[CH:42]=[CH:43][N:44]=5)=[O:59])=[CH:36][CH:37]=4)=[O:30])=[CH:20][C:19]=3[CH:50]=2)=[CH:13][CH:14]=1)[CH2:2][CH2:3][CH3:4], predict the reactants needed to synthesize it. The reactants are: [CH2:1]([O:5][CH2:6][CH2:7][O:8][C:9]1[CH:14]=[CH:13][C:12]([C:15]2[CH:16]=[CH:17][C:18]3[N:24]([CH2:25][CH:26]([CH3:28])[CH3:27])[CH2:23][CH2:22][C:21]([C:29]([NH:31][C:32]4[CH:37]=[CH:36][C:35]([S:38][CH2:39][C:40]5[N:41]([CH2:45][CH:46]6[CH2:49][CH2:48][CH2:47]6)[CH:42]=[CH:43][N:44]=5)=[CH:34][CH:33]=4)=[O:30])=[CH:20][C:19]=3[CH:50]=2)=[CH:11][CH:10]=1)[CH2:2][CH2:3][CH3:4].ClC1C=CC=C(C(OO)=[O:59])C=1. (3) Given the product [CH3:16][C:14]1([OH:17])[CH2:15][N:12]([CH:10]2[CH2:11][NH:8][CH2:9]2)[CH2:13]1, predict the reactants needed to synthesize it. The reactants are: C(OC([N:8]1[CH2:11][CH:10]([N:12]2[CH2:15][C:14]([OH:17])([CH3:16])[CH2:13]2)[CH2:9]1)=O)(C)(C)C. (4) Given the product [Cl:23][C:24]1[CH:29]=[CH:28][CH:27]=[CH:26][C:25]=1[C:2]1[CH:7]=[CH:6][CH:5]=[C:4]([N:8]2[C:16](=[O:17])[C:15]3[C@@H:14]4[C:18]([CH3:20])([CH3:19])[C@@:11]([CH3:21])([CH2:12][CH2:13]4)[C:10]=3[N:9]2[CH3:22])[CH:3]=1, predict the reactants needed to synthesize it. The reactants are: I[C:2]1[CH:3]=[C:4]([N:8]2[C:16](=[O:17])[C:15]3[CH:14]4[C:18]([CH3:20])([CH3:19])[C:11]([CH3:21])([CH2:12][CH2:13]4)[C:10]=3[N:9]2[CH3:22])[CH:5]=[CH:6][CH:7]=1.[Cl:23][C:24]1[CH:29]=[CH:28][CH:27]=[CH:26][C:25]=1B(O)O.C(=O)([O-])[O-].[K+].[K+]. (5) Given the product [Cl:1][C:2]1[C:3]([O:14][CH2:21][C:20]2[CH:23]=[CH:24][C:17]([O:16][CH3:15])=[CH:18][CH:19]=2)=[CH:4][C:5]([OH:13])=[C:6]([CH:12]=1)[C:7]([O:9][CH2:10][CH3:11])=[O:8], predict the reactants needed to synthesize it. The reactants are: [Cl:1][C:2]1[C:3]([OH:14])=[CH:4][C:5]([OH:13])=[C:6]([CH:12]=1)[C:7]([O:9][CH2:10][CH3:11])=[O:8].[CH3:15][O:16][C:17]1[CH:24]=[CH:23][C:20]([CH2:21]Cl)=[CH:19][CH:18]=1.C([O-])([O-])=O.[K+].[K+].